Dataset: Forward reaction prediction with 1.9M reactions from USPTO patents (1976-2016). Task: Predict the product of the given reaction. (1) Given the reactants [NH2:1][C@H:2]1[CH2:6][CH2:5][N:4]([C:7]2[CH:19]=[CH:18][C:10]([C:11]([O:13][C:14]([CH3:17])([CH3:16])[CH3:15])=[O:12])=[CH:9][CH:8]=2)[CH2:3]1.CCN(CC)CC.[CH2:27]([O:34][C:35](Cl)=[O:36])[C:28]1[CH:33]=[CH:32][CH:31]=[CH:30][CH:29]=1, predict the reaction product. The product is: [CH2:27]([O:34][C:35]([NH:1][C@H:2]1[CH2:6][CH2:5][N:4]([C:7]2[CH:19]=[CH:18][C:10]([C:11]([O:13][C:14]([CH3:16])([CH3:15])[CH3:17])=[O:12])=[CH:9][CH:8]=2)[CH2:3]1)=[O:36])[C:28]1[CH:33]=[CH:32][CH:31]=[CH:30][CH:29]=1. (2) Given the reactants Br[C:2]1[CH:3]=[CH:4][C:5]([Cl:13])=[C:6]([CH2:8][NH:9][C:10](=[O:12])[CH3:11])[CH:7]=1.[O:14]1[C:19]2[CH:20]=[CH:21][C:22]([C:24]3[CH:28]=[CH:27][NH:26][N:25]=3)=[CH:23][C:18]=2[CH2:17][CH2:16][CH2:15]1.BrC1C=CC(Cl)=C(CN)C=1, predict the reaction product. The product is: [Cl:13][C:5]1[CH:4]=[CH:3][C:2]([N:26]2[CH:27]=[CH:28][C:24]([C:22]3[CH:21]=[CH:20][C:19]4[O:14][CH2:15][CH2:16][CH2:17][C:18]=4[CH:23]=3)=[N:25]2)=[CH:7][C:6]=1[CH2:8][NH:9][C:10](=[O:12])[CH3:11]. (3) Given the reactants [CH3:1][N:2]1[C:6]2[CH:7]=[CH:8][C:9]([C:11]([NH:13][CH2:14][C:15](O)=[O:16])=[O:12])=[CH:10][C:5]=2[N:4]=[C:3]1[NH:18][C:19]1[S:20][C:21]2[CH:27]=[C:26]([O:28][C:29]([F:32])([F:31])[F:30])[CH:25]=[CH:24][C:22]=2[N:23]=1.[CH3:33][N:34]([CH3:40])[C@@H:35]1[CH2:39][CH2:38][NH:37][CH2:36]1.CN(C(ON1N=NC2C=CC=CC1=2)=[N+](C)C)C.F[P-](F)(F)(F)(F)F.CCN(C(C)C)C(C)C, predict the reaction product. The product is: [CH3:33][N:34]([CH3:40])[C@@H:35]1[CH2:39][CH2:38][N:37]([C:15](=[O:16])[CH2:14][NH:13][C:11]([C:9]2[CH:8]=[CH:7][C:6]3[N:2]([CH3:1])[C:3]([NH:18][C:19]4[S:20][C:21]5[CH:27]=[C:26]([O:28][C:29]([F:32])([F:30])[F:31])[CH:25]=[CH:24][C:22]=5[N:23]=4)=[N:4][C:5]=3[CH:10]=2)=[O:12])[CH2:36]1. (4) The product is: [O:41]1[CH2:42][CH2:43][CH:38]([NH:37][C:35](=[O:36])[C:34]2[CH:44]=[CH:45][C:31]([C:2]3[CH:7]=[CH:6][CH:5]=[C:4]([C:8]4[N:9]=[C:10]([CH:20]([CH3:22])[CH3:21])[NH:11][C:12]=4[C:13]4[CH:18]=[CH:17][CH:16]=[C:15]([CH3:19])[N:14]=4)[CH:3]=3)=[CH:32][CH:33]=2)[CH2:39][CH2:40]1. Given the reactants Br[C:2]1[CH:3]=[C:4]([C:8]2[N:9]=[C:10]([CH:20]([CH3:22])[CH3:21])[NH:11][C:12]=2[C:13]2[CH:18]=[CH:17][CH:16]=[C:15]([CH3:19])[N:14]=2)[CH:5]=[CH:6][CH:7]=1.CC1(C)C(C)(C)OB([C:31]2[CH:45]=[CH:44][C:34]([C:35]([NH:37][CH:38]3[CH2:43][CH2:42][O:41][CH2:40][CH2:39]3)=[O:36])=[CH:33][CH:32]=2)O1.O.C(=O)([O-])[O-].[Na+].[Na+], predict the reaction product. (5) Given the reactants [CH2:1]1[C:9]2[C:4](=[CH:5][CH:6]=[CH:7][CH:8]=2)[C@H:3]([OH:10])[C@H:2]1Br, predict the reaction product. The product is: [CH:3]12[O:10][CH:2]1[CH2:1][C:9]1[C:4]2=[CH:5][CH:6]=[CH:7][CH:8]=1. (6) Given the reactants [Cl:1][C:2]1[CH:3]=[C:4]([CH:8]=[CH:9][C:10]=1[OH:11])[C:5](O)=[O:6].C1CC[CH:15]([N:18]=[C:19]=NC2CCCCC2)CC1.C1C=CC2N(O)N=NC=2C=1.CNC, predict the reaction product. The product is: [Cl:1][C:2]1[CH:3]=[C:4]([CH:8]=[CH:9][C:10]=1[OH:11])[C:5]([N:18]([CH3:19])[CH3:15])=[O:6]. (7) Given the reactants C([O:3][CH:4](OCC)[C:5]1[C:6]([F:13])=[N:7][C:8]([F:12])=[C:9]([I:11])[CH:10]=1)C.Cl.C([O-])(O)=O.[Na+], predict the reaction product. The product is: [F:13][C:6]1[N:7]=[C:8]([F:12])[C:9]([I:11])=[CH:10][C:5]=1[CH:4]=[O:3]. (8) Given the reactants [F:1][C:2]1[CH:3]=[C:4]2[C:8](=[C:9]([F:11])[CH:10]=1)[NH:7][CH:6]=[CH:5]2.[CH:12]([Si:15]([CH:20]([CH3:22])[CH3:21])([CH:17]([CH3:19])[CH3:18])Cl)([CH3:14])[CH3:13].[NH4+].[Cl-].CCOCC, predict the reaction product. The product is: [F:1][C:2]1[CH:3]=[C:4]2[C:8](=[C:9]([F:11])[CH:10]=1)[N:7]([Si:15]([CH:20]([CH3:22])[CH3:21])([CH:17]([CH3:19])[CH3:18])[CH:12]([CH3:14])[CH3:13])[CH:6]=[CH:5]2. (9) The product is: [F:27][C:18]1[C:19]([C:23]([F:25])([F:26])[F:24])=[CH:20][CH:21]=[CH:22][C:17]=1[NH:16][C:13]([CH:11]1[CH2:10][S:9][C:8]([C:4]2[CH:5]=[CH:6][CH:7]=[C:2]([Cl:1])[CH:3]=2)=[N:12]1)=[O:15]. Given the reactants [Cl:1][C:2]1[CH:3]=[C:4]([C:8]2[S:9][CH2:10][CH:11]([C:13]([OH:15])=O)[N:12]=2)[CH:5]=[CH:6][CH:7]=1.[NH2:16][C:17]1[C:18]([F:27])=[C:19]([C:23]([F:26])([F:25])[F:24])[CH:20]=[CH:21][CH:22]=1.CCN(C(C)C)C(C)C.C1CN([P+](Br)(N2CCCC2)N2CCCC2)CC1.F[P-](F)(F)(F)(F)F, predict the reaction product.